This data is from Forward reaction prediction with 1.9M reactions from USPTO patents (1976-2016). The task is: Predict the product of the given reaction. (1) The product is: [Br:1][CH2:2][CH2:3][CH2:23][O:24][Si:15]([C:11]([CH3:14])([CH3:13])[CH3:12])([CH3:18])[CH3:17]. Given the reactants [Br:1][CH:2](C)[CH2:3]O.N1C=CN=C1.[C:11]([Si:15]([CH3:18])([CH3:17])Cl)([CH3:14])([CH3:13])[CH3:12].[Cl-].[Na+].CN(C)[CH:23]=[O:24], predict the reaction product. (2) Given the reactants [C:1]([C:3]1[CH:8]=[CH:7][C:6]([N:9]2[C:13]([CH2:14][N:15]([CH3:26])[CH2:16][CH2:17][NH:18]C(=O)OC(C)(C)C)=[CH:12][N:11]=[CH:10]2)=[CH:5][CH:4]=1)#[N:2].[F:27][C:28]([F:33])([F:32])[C:29]([OH:31])=[O:30], predict the reaction product. The product is: [F:27][C:28]([F:33])([F:32])[C:29]([OH:31])=[O:30].[NH2:18][CH2:17][CH2:16][N:15]([CH2:14][C:13]1[N:9]([C:6]2[CH:5]=[CH:4][C:3]([C:1]#[N:2])=[CH:8][CH:7]=2)[CH:10]=[N:11][CH:12]=1)[CH3:26].